From a dataset of Experimentally validated miRNA-target interactions with 360,000+ pairs, plus equal number of negative samples. Binary Classification. Given a miRNA mature sequence and a target amino acid sequence, predict their likelihood of interaction. (1) The miRNA is hsa-miR-3064-3p with sequence UUGCCACACUGCAACACCUUACA. The protein sequence of the target gene is MSRSRQPPLVTGISPNEGIPWTKVTIRGENLGTGPTDLIGLTICGHNCLLTAEWMSASKIVCRVGQAKNDKGDIIVTTKSGGKGTSTVSFKLLKPEKIGILDQSAVWVDEMNYYDMRTDRNKGIPPLSLRPANPLGIEIEKCKLPQKNLEVLFHGMSADFTSENFSAAWYLIENHSTTSFEQLKMAVTNLKRQANKKSEGSLAYVKGGLSTFFEAQDALSAIHQKLEADGTEKVEGSMTQKLENVLNRASNTADTLFQEVLGRKDKADSTRNALNVLQRFKFLFNLPLNIKRNIQKGDYD.... Result: 0 (no interaction). (2) The miRNA is mmu-miR-466m-3p with sequence UACAUACACACAUACACACGCA. The protein sequence of the target gene is MVPSQEEPAAERETNEAQPPGPAPSDDAPLPGPGPSDVSDVAAEKVEVELTRSAGSEPPVPPEGGWGWLVMLAAMWCNGSVFGIQNAYGVLFVSMLDTFKAKDDDNMAFKTAWVGSLSMGMIFFCCPIVSVFTDMFGCRRTAVVGAAVGFIGLMSSSFVSSIEPLYLTYGIIFACGCSFAYQPSLVILGHYFKKRLGLVNGIVTAGSSVFTILLPLLLGNLISSVKLFNTLRILCIFMFVLFLAGFTYRPLVPSTKEKESGGSRSSFFSRRKLSPPKKVFNFALFKETTYAVWAAGIPLA.... Result: 1 (interaction).